This data is from Full USPTO retrosynthesis dataset with 1.9M reactions from patents (1976-2016). The task is: Predict the reactants needed to synthesize the given product. (1) Given the product [CH2:1]([S:3]([N:6]1[CH2:11][CH2:10][C:9]([CH2:12][NH2:13])([CH2:14][CH:15]2[CH2:19][CH2:18][CH2:17][O:16]2)[CH2:8][CH2:7]1)(=[O:5])=[O:4])[CH3:2], predict the reactants needed to synthesize it. The reactants are: [CH2:1]([S:3]([N:6]1[CH2:11][CH2:10][C:9]([CH2:14][CH:15]2[CH2:19][CH2:18][CH2:17][O:16]2)([C:12]#[N:13])[CH2:8][CH2:7]1)(=[O:5])=[O:4])[CH3:2].N.O. (2) Given the product [CH3:1][S:2]([C:5]1[CH:6]=[C:7]([C:11]2[S:15][C:14]([CH2:16][N:17]([CH2:32][CH2:33][CH3:34])[S:18]([C:21]3[CH:26]=[CH:25][CH:24]=[CH:23][C:22]=3[C:27]([F:30])([F:28])[F:29])(=[O:20])=[O:19])=[CH:13][CH:12]=2)[CH:8]=[CH:9][CH:10]=1)(=[O:3])=[O:4], predict the reactants needed to synthesize it. The reactants are: [CH3:1][S:2]([C:5]1[CH:6]=[C:7]([C:11]2[S:15][C:14]([CH2:16][NH:17][S:18]([C:21]3[CH:26]=[CH:25][CH:24]=[CH:23][C:22]=3[C:27]([F:30])([F:29])[F:28])(=[O:20])=[O:19])=[CH:13][CH:12]=2)[CH:8]=[CH:9][CH:10]=1)(=[O:4])=[O:3].I[CH2:32][CH2:33][CH3:34].C(=O)([O-])[O-].[Cs+].[Cs+]. (3) Given the product [NH:1]1[C:2]2[C:7](=[CH:6][CH:5]=[CH:4][CH:3]=2)[CH:9]=[CH:8]1, predict the reactants needed to synthesize it. The reactants are: [NH2:1][C:2]1[CH:7]=[CH:6][CH:5]=[CH:4][CH:3]=1.[CH2:8](OCl)[CH2:9]CC.CSCC(OCC)=O.O. (4) Given the product [CH:2]1[C:11]2[C:6](=[CH:7][CH:8]=[CH:9][CH:10]=2)[CH2:5][CH2:4][C:3]=1[C:12]([O:14][CH3:15])=[O:13], predict the reactants needed to synthesize it. The reactants are: O=[C:2]1[C:11]2[C:6](=[CH:7][CH:8]=[CH:9][CH:10]=2)[CH2:5][CH2:4][CH:3]1[C:12]([O:14][CH3:15])=[O:13].[BH4-].[Na+].O.C1(C)C=CC(S(O)(=O)=O)=CC=1. (5) Given the product [C:30]([C:2]1[CH:3]=[C:4]([C:8]2[C:9]3[N:10]([C:24]([CH2:27][CH3:28])=[CH:25][CH:26]=3)[N:11]=[C:12]([CH3:23])[C:13]=2[CH2:14][CH2:15][CH2:16][CH2:17][C:18]([O:20][CH2:21][CH3:22])=[O:19])[CH:5]=[N:6][CH:7]=1)#[N:31], predict the reactants needed to synthesize it. The reactants are: Br[C:2]1[CH:3]=[C:4]([C:8]2[C:9]3[N:10]([C:24]([CH2:27][CH3:28])=[CH:25][CH:26]=3)[N:11]=[C:12]([CH3:23])[C:13]=2[CH2:14][CH2:15][CH2:16][CH2:17][C:18]([O:20][CH2:21][CH3:22])=[O:19])[CH:5]=[N:6][CH:7]=1.[Cu][C:30]#[N:31]. (6) Given the product [NH2:10][CH2:11][CH2:12][CH:13]([NH:20][C:21]1[C:30]2[C:25](=[C:26]([C:31]([NH2:32])=[O:33])[CH:27]=[CH:28][CH:29]=2)[N:24]=[CH:23][N:22]=1)[C:14]1[CH:19]=[CH:18][CH:17]=[CH:16][CH:15]=1, predict the reactants needed to synthesize it. The reactants are: C(OC(=O)[NH:10][CH2:11][CH2:12][C@@H:13]([NH:20][C:21]1[C:30]2[C:25](=[C:26]([C:31](=[O:33])[NH2:32])[CH:27]=[CH:28][CH:29]=2)[N:24]=[CH:23][N:22]=1)[C:14]1[CH:19]=[CH:18][CH:17]=[CH:16][CH:15]=1)C1C=CC=CC=1. (7) Given the product [F:1][C:2]1[CH:7]=[CH:6][C:5]([C:8]2[C:12](/[CH:13]=[CH:14]/[C:15]3[CH:16]=[C:17]([C:21]([N:36]4[CH2:37][C:34]5([CH2:31][O:32][CH2:33]5)[CH2:35]4)=[O:22])[N:18]([CH3:20])[N:19]=3)=[C:11]([CH3:24])[O:10][N:9]=2)=[CH:4][CH:3]=1, predict the reactants needed to synthesize it. The reactants are: [F:1][C:2]1[CH:7]=[CH:6][C:5]([C:8]2[C:12](/[CH:13]=[CH:14]/[C:15]3[CH:16]=[C:17]([C:21](O)=[O:22])[N:18]([CH3:20])[N:19]=3)=[C:11]([CH3:24])[O:10][N:9]=2)=[CH:4][CH:3]=1.C([O-])(=O)C([O-])=O.[CH2:31]1[C:34]2([CH2:37][NH2+:36][CH2:35]2)[CH2:33][O:32]1.[CH2:31]1[C:34]2([CH2:37][NH2+:36][CH2:35]2)[CH2:33][O:32]1.